Dataset: Forward reaction prediction with 1.9M reactions from USPTO patents (1976-2016). Task: Predict the product of the given reaction. Given the reactants [Si]([O:8][CH2:9][CH2:10][CH2:11][CH2:12][CH:13]([OH:33])[CH:14]([S:23]([C:26]1[CH:31]=[CH:30][C:29]([Cl:32])=[CH:28][CH:27]=1)(=[O:25])=[O:24])[C:15]1[CH:20]=[C:19]([F:21])[CH:18]=[CH:17][C:16]=1[F:22])(C(C)(C)C)(C)C.N1C=CC=CC=1.F.C(OCC)(=O)C.CCCCCC, predict the reaction product. The product is: [Cl:32][C:29]1[CH:28]=[CH:27][C:26]([S:23]([CH:14]([C:15]2[CH:20]=[C:19]([F:21])[CH:18]=[CH:17][C:16]=2[F:22])[CH:13]([OH:33])[CH2:12][CH2:11][CH2:10][CH2:9][OH:8])(=[O:25])=[O:24])=[CH:31][CH:30]=1.